This data is from Reaction yield outcomes from USPTO patents with 853,638 reactions. The task is: Predict the reaction yield, written as a fraction of the theoretical maximum amount of product (1.0 means a 100% yield; for example, 0.34 means a 34% yield). (1) The reactants are [C:1]1([Mg]Br)[CH:6]=[CH:5][CH:4]=[CH:3][CH:2]=1.[CH:9]1[C:10](=[O:14])[CH2:11][CH2:12][CH:13]=1.[Cl-].[NH4+].N. The catalyst is C(OCC)C.[Cu]I. The product is [C:1]1([CH:13]2[CH2:12][CH2:11][C:10](=[O:14])[CH2:9]2)[CH:6]=[CH:5][CH:4]=[CH:3][CH:2]=1. The yield is 0.140. (2) The reactants are [C:1]([O:5][C:6]([N:8]([CH3:17])[C@@H:9]1[CH2:13][CH2:12][C@H:11]([C:14]([OH:16])=O)[CH2:10]1)=[O:7])([CH3:4])([CH3:3])[CH3:2].[CH2:18]([NH2:21])[C:19]#[CH:20].Cl.CN(C)CCCN=C=NCC.O.ON1C2C=CC=CC=2N=N1. The catalyst is CN(C)C=O. The product is [C:1]([O:5][C:6](=[O:7])[N:8]([CH3:17])[C@@H:9]1[CH2:13][CH2:12][C@H:11]([C:14](=[O:16])[NH:21][CH2:18][C:19]#[CH:20])[CH2:10]1)([CH3:2])([CH3:3])[CH3:4]. The yield is 0.935. (3) The reactants are [F-].[Cs+].Br[C:4]1[CH:5]=[C:6]([F:21])[C:7]([NH2:20])=[C:8]2[C:13]=1[O:12][CH2:11][C:10]([C:14]1[CH:15]=[N:16][CH:17]=[CH:18][CH:19]=1)=[N:9]2.[CH3:22][C:23]1[C:27](B(O)O)=[C:26]([CH3:31])[O:25][N:24]=1. The catalyst is C(O)CCC.O.C(P(C(C)(C)C)C1C=CC(N(C)C)=CC=1)(C)(C)C.Cl[Pd]Cl. The product is [CH3:22][C:23]1[C:27]([C:4]2[CH:5]=[C:6]([F:21])[C:7]([NH2:20])=[C:8]3[C:13]=2[O:12][CH2:11][C:10]([C:14]2[CH:15]=[N:16][CH:17]=[CH:18][CH:19]=2)=[N:9]3)=[C:26]([CH3:31])[O:25][N:24]=1. The yield is 0.800. (4) The product is [CH3:42][C:5]([O:7][C:8]1[CH:13]=[CH:12][C:11]([CH2:14][N:15]([C:25]2[S:29][C:28]([C:30]3[CH:31]=[CH:32][C:33]([C:36]([F:38])([F:39])[F:37])=[CH:34][CH:35]=3)=[N:27][C:26]=2[CH3:40])[CH2:16][C:17]2[CH:22]=[CH:21][CH:20]=[C:19]([O:23][CH3:24])[CH:18]=2)=[CH:10][C:9]=1[CH3:41])([CH3:6])[C:4]([OH:43])=[O:3]. The reactants are C([O:3][C:4](=[O:43])[C:5]([CH3:42])([O:7][C:8]1[CH:13]=[CH:12][C:11]([CH2:14][N:15]([C:25]2[S:29][C:28]([C:30]3[CH:35]=[CH:34][C:33]([C:36]([F:39])([F:38])[F:37])=[CH:32][CH:31]=3)=[N:27][C:26]=2[CH3:40])[CH2:16][C:17]2[CH:22]=[CH:21][CH:20]=[C:19]([O:23][CH3:24])[CH:18]=2)=[CH:10][C:9]=1[CH3:41])[CH3:6])C.[OH-].[Na+]. The catalyst is CCO. The yield is 0.340.